From a dataset of Catalyst prediction with 721,799 reactions and 888 catalyst types from USPTO. Predict which catalyst facilitates the given reaction. (1) Reactant: O[C:2]1[CH:7]=[CH:6][C:5]([CH:8]2[CH2:13][CH2:12][C:11](=[O:14])[CH2:10][CH2:9]2)=[CH:4][CH:3]=1.[H-].[Na+].C([C:19](CC)(P(=O)=O)[C:20]([O:22][CH2:23][CH3:24])=[O:21])C. Product: [OH:14][C:11]1[CH:12]=[CH:13][C:8]([CH:5]2[CH2:6][CH2:7][C:2](=[CH:19][C:20]([O:22][CH2:23][CH3:24])=[O:21])[CH2:3][CH2:4]2)=[CH:9][CH:10]=1. The catalyst class is: 7. (2) Reactant: [C:1]([O:5][C:6]([N:8]1[CH2:13][CH2:12][N:11]([C:14]2[CH:19]=[CH:18][C:17]([NH2:20])=[C:16]([CH2:21][NH:22]C(=O)C)[CH:15]=2)[CH2:10][CH2:9]1)=[O:7])([CH3:4])([CH3:3])[CH3:2].[OH-].[K+].O. Product: [NH2:20][C:17]1[CH:18]=[CH:19][C:14]([N:11]2[CH2:12][CH2:13][N:8]([C:6]([O:5][C:1]([CH3:2])([CH3:4])[CH3:3])=[O:7])[CH2:9][CH2:10]2)=[CH:15][C:16]=1[CH2:21][NH2:22]. The catalyst class is: 8. (3) Reactant: [C:1]([OH:20])(=[O:19])[CH2:2][CH2:3][CH2:4][CH2:5][CH2:6][CH2:7][CH2:8][CH2:9][CH2:10][CH2:11][CH2:12][CH2:13][CH2:14][CH2:15][C:16]([OH:18])=[O:17].[C:21](OC(O[C:21]([CH3:24])([CH3:23])[CH3:22])N(C)C)([CH3:24])([CH3:23])[CH3:22]. Product: [C:21]([O:17][C:16](=[O:18])[CH2:15][CH2:14][CH2:13][CH2:12][CH2:11][CH2:10][CH2:9][CH2:8][CH2:7][CH2:6][CH2:5][CH2:4][CH2:3][CH2:2][C:1]([OH:20])=[O:19])([CH3:24])([CH3:23])[CH3:22]. The catalyst class is: 11. (4) Reactant: [CH2:1]=O.[CH3:3][NH:4][CH2:5][CH2:6][OH:7].[CH3:8][C:9]1[CH:10]=[C:11]([OH:18])[CH:12]=[C:13]2[C:17]=1[NH:16][CH:15]=[CH:14]2. Product: [OH:7][CH2:6][CH2:5][N:4]([CH2:1][C:12]1[C:11]([OH:18])=[CH:10][C:9]([CH3:8])=[C:17]2[C:13]=1[CH:14]=[CH:15][NH:16]2)[CH3:3]. The catalyst class is: 271. (5) Reactant: [NH2:1][C:2]1[N:6]([C:7]2[CH:8]=[C:9]([CH2:13][C:14]([O:16][CH2:17][CH3:18])=[O:15])[CH:10]=[CH:11][CH:12]=2)[N:5]=[C:4]([C:19]([CH3:22])([CH3:21])[CH3:20])[CH:3]=1.C(N(CC)CC)C.[N-:30]=[C:31]=[O:32].[CH:33]1[CH:38]=[CH:37][CH:36]=[CH:35][CH:34]=1.Cl. Product: [C:19]([C:4]1[CH:3]=[C:2]([NH:1][C:31]([NH:30][C:33]2[CH:38]=[CH:37][CH:36]=[CH:35][CH:34]=2)=[O:32])[N:6]([C:7]2[CH:8]=[C:9]([CH2:13][C:14]([O:16][CH2:17][CH3:18])=[O:15])[CH:10]=[CH:11][CH:12]=2)[N:5]=1)([CH3:21])([CH3:20])[CH3:22]. The catalyst class is: 1. (6) Reactant: [NH:1]1[CH2:5][CH2:4][CH2:3][CH2:2]1.C(O)(=O)C.[CH:10]([C:12]1[CH:13]=[CH:14][C:15]([O:27][CH2:28][C:29]2[CH:34]=[CH:33][CH:32]=[CH:31][CH:30]=2)=[C:16]([CH:26]=1)[C:17]([NH:19][C:20]1[CH:21]=[N:22][CH:23]=[CH:24][CH:25]=1)=[O:18])=O.C(O[BH-](OC(=O)C)OC(=O)C)(=O)C.[Na+]. Product: [C:29]1([CH2:28][O:27][C:15]2[CH:14]=[CH:13][C:12]([CH2:10][N:1]3[CH2:5][CH2:4][CH2:3][CH2:2]3)=[CH:26][C:16]=2[C:17]([NH:19][C:20]2[CH:21]=[N:22][CH:23]=[CH:24][CH:25]=2)=[O:18])[CH:34]=[CH:33][CH:32]=[CH:31][CH:30]=1. The catalyst class is: 26. (7) Reactant: [N:1]1([C:7]([O:9][C:10]([CH3:13])([CH3:12])[CH3:11])=[O:8])[CH2:6][CH2:5][NH:4][CH2:3][CH2:2]1.Br[C:15]1([C:19]([O:21][CH2:22][CH3:23])=[O:20])[CH2:18][CH2:17][CH2:16]1.C(=O)([O-])[O-].[K+].[K+]. Product: [CH2:22]([O:21][C:19]([C:15]1([N:4]2[CH2:5][CH2:6][N:1]([C:7]([O:9][C:10]([CH3:13])([CH3:12])[CH3:11])=[O:8])[CH2:2][CH2:3]2)[CH2:18][CH2:17][CH2:16]1)=[O:20])[CH3:23]. The catalyst class is: 163. (8) Reactant: [C:1]([O:5][C:6]([N:8]1[CH2:12][C:11](=O)[N:10](C)[CH:9]1[C:15]([CH3:18])(C)C)=[O:7])([CH3:4])([CH3:3])[CH3:2].C[C@H]1CNCCN1.C(N(CC)CC)C. Product: [CH3:18][C@@H:15]1[NH:10][CH2:11][CH2:12][N:8]([C:6]([O:5][C:1]([CH3:2])([CH3:3])[CH3:4])=[O:7])[CH2:9]1. The catalyst class is: 22. (9) Reactant: [NH2:1][C@@H:2]1[CH2:7][CH2:6][CH2:5][N:4]([C:8]([C:10]2[CH:30]=[CH:29][C:13]3[N:14]([CH3:28])[C:15]([C:17]4[N:25]([CH2:26][CH3:27])[C:20]5=[N:21][CH:22]=[CH:23][CH:24]=[C:19]5[CH:18]=4)=[N:16][C:12]=3[CH:11]=2)=[O:9])[CH2:3]1.[ClH:31]. Product: [ClH:31].[NH2:1][C@@H:2]1[CH2:7][CH2:6][CH2:5][N:4]([C:8]([C:10]2[CH:30]=[CH:29][C:13]3[N:14]([CH3:28])[C:15]([C:17]4[N:25]([CH2:26][CH3:27])[C:20]5=[N:21][CH:22]=[CH:23][CH:24]=[C:19]5[CH:18]=4)=[N:16][C:12]=3[CH:11]=2)=[O:9])[CH2:3]1. The catalyst class is: 5. (10) Reactant: [CH3:1][C:2]([C:5]([NH:7][C:8]1[CH:9]=[N:10][C:11]([O:14][C:15]2[C:16]3[CH:17]4[CH2:25][C:18]4([CH3:26])[CH2:19][O:20][C:21]=3[CH:22]=[CH:23][CH:24]=2)=[CH:12][CH:13]=1)=[O:6])([CH3:4])[NH2:3].Cl[C:28](Cl)([O:30]C(=O)OC(Cl)(Cl)Cl)Cl.C1CCCCC1.C(OCC)(=O)C. Product: [CH3:4][C:2]1([CH3:1])[NH:3][C:28](=[O:30])[N:7]([C:8]2[CH:9]=[N:10][C:11]([O:14][C:15]3[C:16]4[CH:17]5[CH2:25][C:18]5([CH3:26])[CH2:19][O:20][C:21]=4[CH:22]=[CH:23][CH:24]=3)=[CH:12][CH:13]=2)[C:5]1=[O:6]. The catalyst class is: 4.